Dataset: Full USPTO retrosynthesis dataset with 1.9M reactions from patents (1976-2016). Task: Predict the reactants needed to synthesize the given product. (1) Given the product [F:36][C@H:37]1[C@@H:42]([O:43][C:44]2[CH:51]=[CH:50][C:49]([C:52]3[N:57]=[C:56]([NH:58][C:59]4[CH:60]=[CH:61][C:62]([CH:65]5[CH2:70][CH2:69][O:68][CH2:67][CH2:66]5)=[CH:63][CH:64]=4)[N:55]=[CH:54][N:53]=3)=[CH:48][C:45]=2[C:46]#[N:47])[CH2:41][CH2:40][N:39]([C:71](=[O:75])[C@@H:72]([OH:74])[CH3:73])[CH2:38]1, predict the reactants needed to synthesize it. The reactants are: F[C@H]1[C@@H](OC2C=CC(C3N=C(NC4C=CC(C5CCOCC5)=CC=4)N=CN=3)=CC=2C#N)CCNC1.[F:36][C@H:37]1[C@@H:42]([O:43][C:44]2[CH:51]=[CH:50][C:49]([C:52]3[N:57]=[C:56]([NH:58][C:59]4[CH:64]=[CH:63][C:62]([CH:65]5[CH2:70][CH2:69][O:68][CH2:67][CH2:66]5)=[CH:61][CH:60]=4)[N:55]=[CH:54][N:53]=3)=[CH:48][C:45]=2[C:46]#[N:47])[CH2:41][CH2:40][N:39]([C:71](=[O:75])[C@@H:72]([OH:74])[CH3:73])[CH2:38]1.C(N(CC)C(C)C)(C)C.CN(C(ON1N=NC2C=CC=NC1=2)=[N+](C)C)C.F[P-](F)(F)(F)(F)F. (2) Given the product [NH2:37][C:34]1[S:35][CH:36]=[C:32](/[C:12](=[N:11]/[O:10][C:7]([CH3:9])([CH3:8])[C:6]([OH:45])=[O:5])/[C:13]([NH:15][C@@H:16]2[C:19](=[O:20])[N:18]([S:21]([OH:24])(=[O:22])=[O:23])[C@@H:17]2[CH2:25][N:26]2[C:30]([CH3:31])=[N:29][N:28]=[N:27]2)=[O:14])[N:33]=1, predict the reactants needed to synthesize it. The reactants are: C([O:5][C:6](=[O:45])[C:7]([O:10]/[N:11]=[C:12](/[C:32]1[N:33]=[C:34]([NH:37]C(OC(C)(C)C)=O)[S:35][CH:36]=1)\[C:13]([NH:15][C@@H:16]1[C:19](=[O:20])[N:18]([S:21]([OH:24])(=[O:23])=[O:22])[C@@H:17]1[CH2:25][N:26]1[C:30]([CH3:31])=[N:29][N:28]=[N:27]1)=[O:14])([CH3:9])[CH3:8])(C)(C)C.C(O)(C(F)(F)F)=O.